Dataset: Reaction yield outcomes from USPTO patents with 853,638 reactions. Task: Predict the reaction yield, written as a fraction of the theoretical maximum amount of product (1.0 means a 100% yield; for example, 0.34 means a 34% yield). (1) The reactants are Cl[C:2]1[C:3](=[O:16])[NH:4][C:5]2[C:10]([N:11]=1)=[CH:9][C:8]([C:12]([O:14][CH3:15])=[O:13])=[CH:7][CH:6]=2.CCN(C(C)C)C(C)C.Cl.[CH3:27][N:28]([CH3:39])[C:29]1[CH:30]=[C:31]2[C:36](=[CH:37][CH:38]=1)[NH:35][CH2:34][CH2:33][CH2:32]2. The catalyst is CN1C(=O)CCC1.O. The product is [CH3:27][N:28]([CH3:39])[C:29]1[CH:30]=[C:31]2[C:36](=[CH:37][CH:38]=1)[N:35]([C:2]1[C:3](=[O:16])[NH:4][C:5]3[C:10]([N:11]=1)=[CH:9][C:8]([C:12]([O:14][CH3:15])=[O:13])=[CH:7][CH:6]=3)[CH2:34][CH2:33][CH2:32]2. The yield is 0.390. (2) The yield is 1.68. The product is [F:60][C:48]1[CH:47]=[CH:46][C:45]([NH:44][C:8]([C:5]2[CH:4]=[CH:3][C:2]([Cl:1])=[CH:7][N:6]=2)=[O:10])=[CH:50][C:49]=1[C:51]12[CH2:58][CH:57]1[CH2:56][O:55][CH2:54][C:53](=[S:59])[NH:52]2. The catalyst is ClCCl. The reactants are [Cl:1][C:2]1[CH:3]=[CH:4][C:5]([C:8]([OH:10])=O)=[N:6][CH:7]=1.C(N(C(C)C)CC)(C)C.F[P-](F)(F)(F)(F)F.N1(OC(N(C)C)=[N+](C)C)C2N=CC=CC=2N=N1.[NH2:44][C:45]1[CH:46]=[CH:47][C:48]([F:60])=[C:49]([C:51]23[CH2:58][CH:57]2[CH2:56][O:55][CH2:54][C:53](=[S:59])[NH:52]3)[CH:50]=1. (3) The reactants are Br[C:2]1[CH:7]=[CH:6][C:5]([N+:8]([O-:10])=[O:9])=[CH:4][C:3]=1[NH2:11].C1(P(C2CCCCC2)C2C=CC=CC=2C2C(C(C)C)=CC(C(C)C)=CC=2C(C)C)CCCCC1.[CH3:46][O:47][CH:48]([O:56][CH3:57])[CH2:49][C:50]#[C:51][C:52]([CH3:55])([CH3:54])[CH3:53].C1(N(C2CCCCC2)C)CCCCC1. The catalyst is C1C=CC(/C=C/C(/C=C/C2C=CC=CC=2)=O)=CC=1.C1C=CC(/C=C/C(/C=C/C2C=CC=CC=2)=O)=CC=1.C1C=CC(/C=C/C(/C=C/C2C=CC=CC=2)=O)=CC=1.[Pd].[Pd].CN(C)C=O. The product is [C:52]([C:51]1[NH:11][C:3]2[C:2]([C:50]=1[CH2:49][CH:48]([O:56][CH3:57])[O:47][CH3:46])=[CH:7][CH:6]=[C:5]([N+:8]([O-:10])=[O:9])[CH:4]=2)([CH3:55])([CH3:53])[CH3:54]. The yield is 0.200. (4) The reactants are [Cl-].[NH4+].[Cl:3][C:4]1[C:9]([CH3:10])=[CH:8][C:7]([N+:11]([O-])=O)=[CH:6][N:5]=1. The catalyst is CO. The product is [Cl:3][C:4]1[N:5]=[CH:6][C:7]([NH2:11])=[CH:8][C:9]=1[CH3:10]. The yield is 0.420. (5) The yield is 0.720. The reactants are Br[CH2:2][C:3]1[CH:4]=[C:5]([CH:22]=[CH:23][CH:24]=1)[CH2:6][N:7]1[CH:16]=[CH:15][C:14]2[C:9](=[CH:10][C:11]([C:17]([O:19][CH3:20])=[O:18])=[CH:12][CH:13]=2)[C:8]1=[O:21].C(=O)([O-])[O-].[Cs+].[Cs+].[CH2:31]([NH:33][CH2:34][CH3:35])[CH3:32]. The product is [CH2:31]([N:33]([CH2:2][C:3]1[CH:4]=[C:5]([CH:22]=[CH:23][CH:24]=1)[CH2:6][N:7]1[CH:16]=[CH:15][C:14]2[C:9](=[CH:10][C:11]([C:17]([O:19][CH3:20])=[O:18])=[CH:12][CH:13]=2)[C:8]1=[O:21])[CH2:34][CH3:35])[CH3:32]. The catalyst is O1CCCC1.O. (6) The reactants are C(N(CC)CC)C.[Cl:8][C:9]1[S:13][C:12]([CH2:14][C:15]([OH:17])=O)=[CH:11][CH:10]=1.CC(C)(C)C(Cl)=O.[CH2:25]([C@@H:32]1[CH2:36][O:35][C:34](=[O:37])[NH:33]1)[C:26]1[CH:31]=[CH:30][CH:29]=[CH:28][CH:27]=1.C([Li])CCC. The catalyst is CCOCC.C1COCC1.CCCCCC. The product is [CH2:25]([C@@H:32]1[CH2:36][O:35][C:34](=[O:37])[N:33]1[C:15](=[O:17])[CH2:14][C:12]1[S:13][C:9]([Cl:8])=[CH:10][CH:11]=1)[C:26]1[CH:27]=[CH:28][CH:29]=[CH:30][CH:31]=1. The yield is 0.560.